Dataset: NCI-60 drug combinations with 297,098 pairs across 59 cell lines. Task: Regression. Given two drug SMILES strings and cell line genomic features, predict the synergy score measuring deviation from expected non-interaction effect. (1) Drug 1: C1=CC(=CC=C1CCCC(=O)O)N(CCCl)CCCl. Drug 2: CCN(CC)CCNC(=O)C1=C(NC(=C1C)C=C2C3=C(C=CC(=C3)F)NC2=O)C. Cell line: HCC-2998. Synergy scores: CSS=-0.723, Synergy_ZIP=-5.57, Synergy_Bliss=-7.17, Synergy_Loewe=-9.72, Synergy_HSA=-8.38. (2) Drug 1: CC1CCC2CC(C(=CC=CC=CC(CC(C(=O)C(C(C(=CC(C(=O)CC(OC(=O)C3CCCCN3C(=O)C(=O)C1(O2)O)C(C)CC4CCC(C(C4)OC)OCCO)C)C)O)OC)C)C)C)OC. Drug 2: C1CNP(=O)(OC1)N(CCCl)CCCl. Cell line: NCI/ADR-RES. Synergy scores: CSS=-1.05, Synergy_ZIP=-0.524, Synergy_Bliss=3.18, Synergy_Loewe=-10.3, Synergy_HSA=-0.324. (3) Drug 1: CNC(=O)C1=CC=CC=C1SC2=CC3=C(C=C2)C(=NN3)C=CC4=CC=CC=N4. Drug 2: CCC(=C(C1=CC=CC=C1)C2=CC=C(C=C2)OCCN(C)C)C3=CC=CC=C3.C(C(=O)O)C(CC(=O)O)(C(=O)O)O. Cell line: LOX IMVI. Synergy scores: CSS=31.7, Synergy_ZIP=13.2, Synergy_Bliss=13.3, Synergy_Loewe=12.9, Synergy_HSA=15.7. (4) Drug 1: C1=CC(=CC=C1C#N)C(C2=CC=C(C=C2)C#N)N3C=NC=N3. Drug 2: C1C(C(OC1N2C=NC3=C(N=C(N=C32)Cl)N)CO)O. Cell line: OVCAR-5. Synergy scores: CSS=23.5, Synergy_ZIP=4.17, Synergy_Bliss=7.35, Synergy_Loewe=1.68, Synergy_HSA=7.90. (5) Drug 1: CN(C)C(=N)N=C(N)N. Drug 2: B(C(CC(C)C)NC(=O)C(CC1=CC=CC=C1)NC(=O)C2=NC=CN=C2)(O)O. Cell line: OVCAR3. Synergy scores: CSS=48.4, Synergy_ZIP=1.14, Synergy_Bliss=2.40, Synergy_Loewe=-27.2, Synergy_HSA=1.55. (6) Drug 1: CN(C)N=NC1=C(NC=N1)C(=O)N. Drug 2: C1CN1P(=S)(N2CC2)N3CC3. Cell line: MCF7. Synergy scores: CSS=14.4, Synergy_ZIP=-1.70, Synergy_Bliss=-0.0240, Synergy_Loewe=-11.5, Synergy_HSA=-0.277. (7) Drug 1: CC1=C(C=C(C=C1)NC(=O)C2=CC=C(C=C2)CN3CCN(CC3)C)NC4=NC=CC(=N4)C5=CN=CC=C5. Drug 2: CC1=C(C=C(C=C1)C(=O)NC2=CC(=CC(=C2)C(F)(F)F)N3C=C(N=C3)C)NC4=NC=CC(=N4)C5=CN=CC=C5. Cell line: NCI-H522. Synergy scores: CSS=-2.04, Synergy_ZIP=0.604, Synergy_Bliss=0.679, Synergy_Loewe=-3.27, Synergy_HSA=-3.59.